From a dataset of NCI-60 drug combinations with 297,098 pairs across 59 cell lines. Regression. Given two drug SMILES strings and cell line genomic features, predict the synergy score measuring deviation from expected non-interaction effect. (1) Drug 1: CC1=C2C(C(=O)C3(C(CC4C(C3C(C(C2(C)C)(CC1OC(=O)C(C(C5=CC=CC=C5)NC(=O)OC(C)(C)C)O)O)OC(=O)C6=CC=CC=C6)(CO4)OC(=O)C)O)C)O. Drug 2: CN1C2=C(C=C(C=C2)N(CCCl)CCCl)N=C1CCCC(=O)O.Cl. Cell line: LOX IMVI. Synergy scores: CSS=7.69, Synergy_ZIP=4.30, Synergy_Bliss=0.761, Synergy_Loewe=6.82, Synergy_HSA=1.57. (2) Drug 1: CN1C(=O)N2C=NC(=C2N=N1)C(=O)N. Drug 2: CN(C(=O)NC(C=O)C(C(C(CO)O)O)O)N=O. Cell line: HCT-15. Synergy scores: CSS=5.24, Synergy_ZIP=4.02, Synergy_Bliss=4.55, Synergy_Loewe=3.27, Synergy_HSA=0.580. (3) Drug 1: CNC(=O)C1=NC=CC(=C1)OC2=CC=C(C=C2)NC(=O)NC3=CC(=C(C=C3)Cl)C(F)(F)F. Drug 2: CC1=C(C(=O)C2=C(C1=O)N3CC4C(C3(C2COC(=O)N)OC)N4)N. Cell line: HL-60(TB). Synergy scores: CSS=30.2, Synergy_ZIP=0.314, Synergy_Bliss=-1.22, Synergy_Loewe=-47.4, Synergy_HSA=-3.07. (4) Cell line: SK-OV-3. Synergy scores: CSS=22.7, Synergy_ZIP=-4.99, Synergy_Bliss=-1.56, Synergy_Loewe=0.600, Synergy_HSA=1.35. Drug 2: CC1=C(N=C(N=C1N)C(CC(=O)N)NCC(C(=O)N)N)C(=O)NC(C(C2=CN=CN2)OC3C(C(C(C(O3)CO)O)O)OC4C(C(C(C(O4)CO)O)OC(=O)N)O)C(=O)NC(C)C(C(C)C(=O)NC(C(C)O)C(=O)NCCC5=NC(=CS5)C6=NC(=CS6)C(=O)NCCC[S+](C)C)O. Drug 1: C1=NC2=C(N=C(N=C2N1C3C(C(C(O3)CO)O)O)F)N. (5) Drug 1: C1=NC(=NC(=O)N1C2C(C(C(O2)CO)O)O)N. Drug 2: C1=CC=C(C(=C1)C(C2=CC=C(C=C2)Cl)C(Cl)Cl)Cl. Cell line: SNB-19. Synergy scores: CSS=1.94, Synergy_ZIP=0.0613, Synergy_Bliss=1.30, Synergy_Loewe=1.58, Synergy_HSA=0.898. (6) Cell line: SK-OV-3. Synergy scores: CSS=16.3, Synergy_ZIP=-2.80, Synergy_Bliss=4.76, Synergy_Loewe=6.76, Synergy_HSA=6.99. Drug 1: C1CC(=O)NC(=O)C1N2CC3=C(C2=O)C=CC=C3N. Drug 2: CC1OCC2C(O1)C(C(C(O2)OC3C4COC(=O)C4C(C5=CC6=C(C=C35)OCO6)C7=CC(=C(C(=C7)OC)O)OC)O)O. (7) Drug 1: CS(=O)(=O)OCCCCOS(=O)(=O)C. Drug 2: CC1C(C(CC(O1)OC2CC(CC3=C2C(=C4C(=C3O)C(=O)C5=C(C4=O)C(=CC=C5)OC)O)(C(=O)CO)O)N)O.Cl. Cell line: SR. Synergy scores: CSS=39.2, Synergy_ZIP=-4.12, Synergy_Bliss=-5.94, Synergy_Loewe=-17.3, Synergy_HSA=-2.78.